Predict the reaction yield, written as a fraction of the theoretical maximum amount of product (1.0 means a 100% yield; for example, 0.34 means a 34% yield). From a dataset of Reaction yield outcomes from USPTO patents with 853,638 reactions. (1) The reactants are [CH:1]1([C@H:7]([NH:12][C:13]([C:15]2[CH:20]=[CH:19][C:18]([F:21])=[CH:17][C:16]=2[NH:22][C:23]([NH:25][C:26]2[C:31]([CH3:32])=[CH:30][C:29]([CH2:33][CH:34]=[CH2:35])=[CH:28][C:27]=2[CH3:36])=[O:24])=[O:14])[C:8]([O:10][CH3:11])=[O:9])[CH2:6][CH2:5][CH2:4][CH2:3][CH2:2]1.[H][H]. The catalyst is C(OCC)(=O)C.[Pd]. The product is [CH:1]1([C@H:7]([NH:12][C:13]([C:15]2[CH:20]=[CH:19][C:18]([F:21])=[CH:17][C:16]=2[NH:22][C:23]([NH:25][C:26]2[C:31]([CH3:32])=[CH:30][C:29]([CH2:33][CH2:34][CH3:35])=[CH:28][C:27]=2[CH3:36])=[O:24])=[O:14])[C:8]([O:10][CH3:11])=[O:9])[CH2:6][CH2:5][CH2:4][CH2:3][CH2:2]1. The yield is 0.930. (2) The reactants are [F:1][B-:2]([F:5])([F:4])[F:3].[C:6]1([C:12]2[CH:17]=[C:16]([C:18]3[CH:23]=[CH:22][CH:21]=[CH:20][CH:19]=3)[CH:15]=[C:14]([C:24]3[CH:29]=[CH:28][CH:27]=[CH:26][CH:25]=3)[O+]=2)[CH:11]=[CH:10][CH:9]=[CH:8][CH:7]=1.[NH2:30][C:31]1[CH:36]=[CH:35][CH:34]=[CH:33][CH:32]=1. The catalyst is C(O)C. The product is [F:1][B-:2]([F:5])([F:4])[F:3].[C:31]1([N+:30]2[C:12]([C:6]3[CH:11]=[CH:10][CH:9]=[CH:8][CH:7]=3)=[CH:17][C:16]([C:18]3[CH:23]=[CH:22][CH:21]=[CH:20][CH:19]=3)=[CH:15][C:14]=2[C:24]2[CH:29]=[CH:28][CH:27]=[CH:26][CH:25]=2)[CH:36]=[CH:35][CH:34]=[CH:33][CH:32]=1. The yield is 0.870. (3) The reactants are Br[C:2]1[CH:3]=[CH:4][CH:5]=[C:6]2[C:10]=1[C:9](=[O:11])[N:8]([CH2:12][CH2:13][C:14]1[N:19]=[C:18]3[CH:20]=[CH:21][S:22][C:17]3=[CH:16][CH:15]=1)[CH2:7]2.C([O-])([O-])=O.[Cs+].[Cs+].C1(P(C2CCCCC2)C2C=CC=CC=2C2C(C(C)C)=CC(C(C)C)=CC=2C(C)C)CCCCC1.[NH:63]1[CH2:68][CH2:67][O:66][CH2:65][CH2:64]1. The catalyst is CN(C=O)C.C1C=CC(/C=C/C(/C=C/C2C=CC=CC=2)=O)=CC=1.C1C=CC(/C=C/C(/C=C/C2C=CC=CC=2)=O)=CC=1.C1C=CC(/C=C/C(/C=C/C2C=CC=CC=2)=O)=CC=1.[Pd].[Pd]. The product is [O:66]1[CH2:67][CH2:68][N:63]([C:2]2[CH:3]=[CH:4][CH:5]=[C:6]3[C:10]=2[C:9](=[O:11])[N:8]([CH2:12][CH2:13][C:14]2[N:19]=[C:18]4[CH:20]=[CH:21][S:22][C:17]4=[CH:16][CH:15]=2)[CH2:7]3)[CH2:64][CH2:65]1. The yield is 0.0787. (4) The reactants are Cl[C:2]1[CH:18]=[CH:17][C:5]([C:6]([C:8]2[CH:16]=[CH:15][CH:14]=[CH:13][C:9]=2[C:10]([OH:12])=[O:11])=[O:7])=[CH:4][C:3]=1[N+:19]([O-:21])=[O:20].Cl.[OH-].[NH4+:24]. The yield is 0.980. The product is [NH2:24][C:2]1[CH:18]=[CH:17][C:5]([C:6]([C:8]2[CH:16]=[CH:15][CH:14]=[CH:13][C:9]=2[C:10]([OH:12])=[O:11])=[O:7])=[CH:4][C:3]=1[N+:19]([O-:21])=[O:20]. No catalyst specified. (5) The reactants are [CH3:1][O:2][CH2:3][CH2:4][CH2:5][O:6][C:7]1[CH:12]=[CH:11][N:10]=[C:9]([CH2:13][S:14][C:15]2[NH:19][C:18]3[CH:20]=[CH:21][CH:22]=[CH:23][C:17]=3[N:16]=2)[C:8]=1[CH3:24].[OH-:25].[Na+].O. The catalyst is ClCCl. The product is [CH3:1][O:2][CH2:3][CH2:4][CH2:5][O:6][C:7]1[CH:12]=[CH:11][N:10]=[C:9]([CH2:13][S:14]([C:15]2[NH:16][C:17]3[CH:23]=[CH:22][CH:21]=[CH:20][C:18]=3[N:19]=2)=[O:25])[C:8]=1[CH3:24]. The yield is 0.327.